Task: Predict the reactants needed to synthesize the given product.. Dataset: Full USPTO retrosynthesis dataset with 1.9M reactions from patents (1976-2016) Given the product [CH2:1]([O:5][CH2:6][CH2:7][O:8][C:9]1[CH:10]=[CH:11][C:12]([C:15]2[CH:16]=[CH:17][C:18]3[N:24]([CH2:25][CH2:26][CH3:27])[CH2:23][CH2:22][C:21]([C:28]([NH:53][C:52]4[CH:54]=[CH:55][C:49]([CH2:48][S:47][C:42]5[CH:43]=[CH:44][CH:45]=[CH:46][N:41]=5)=[CH:50][CH:51]=4)=[O:29])=[CH:20][C:19]=3[CH:31]=2)=[CH:13][CH:14]=1)[CH2:2][CH2:3][CH3:4], predict the reactants needed to synthesize it. The reactants are: [CH2:1]([O:5][CH2:6][CH2:7][O:8][C:9]1[CH:14]=[CH:13][C:12]([C:15]2[CH:16]=[CH:17][C:18]3[N:24]([CH2:25][CH2:26][CH3:27])[CH2:23][CH2:22][C:21]([C:28](O)=[O:29])=[CH:20][C:19]=3[CH:31]=2)=[CH:11][CH:10]=1)[CH2:2][CH2:3][CH3:4].CN(C=O)C.S(Cl)(Cl)=O.[N:41]1[CH:46]=[CH:45][CH:44]=[CH:43][C:42]=1[S:47][CH2:48][C:49]1[CH:55]=[CH:54][C:52]([NH2:53])=[CH:51][CH:50]=1.